From a dataset of Forward reaction prediction with 1.9M reactions from USPTO patents (1976-2016). Predict the product of the given reaction. (1) Given the reactants [H-].[Na+].[C:3]([O:10][CH3:11])(=[O:9])[CH2:4][C:5]([O:7][CH3:8])=[O:6].Br[CH2:13][C:14]1[CH:19]=[CH:18][C:17]([N+:20]([O-:22])=[O:21])=[C:16]([O:23][CH3:24])[CH:15]=1, predict the reaction product. The product is: [CH3:24][O:23][C:16]1[CH:15]=[C:14]([CH:19]=[CH:18][C:17]=1[N+:20]([O-:22])=[O:21])[CH2:13][CH:4]([C:3]([O:10][CH3:11])=[O:9])[C:5]([O:7][CH3:8])=[O:6]. (2) Given the reactants [Cl:1][C:2]1[CH:7]=[CH:6][C:5]([C:8]2[N:13]=[C:12]([CH:14]3[C:18](=[O:19])[CH2:17][CH2:16][C:15]3=[O:20])[C:11]([CH3:21])=[CH:10][N:9]=2)=[CH:4][CH:3]=1.[C:22](=O)([O-])[O-].[K+].[K+].S(OC)(OC)(=O)=O, predict the reaction product. The product is: [Cl:1][C:2]1[CH:7]=[CH:6][C:5]([C:8]2[N:13]=[C:12]([C:14]3[C:18](=[O:19])[CH2:17][CH2:16][C:15]=3[O:20][CH3:22])[C:11]([CH3:21])=[CH:10][N:9]=2)=[CH:4][CH:3]=1. (3) Given the reactants [N:1]1([C:12]([O:14][CH2:15][C:16]2[CH:21]=[CH:20][CH:19]=[CH:18][CH:17]=2)=[O:13])[CH2:6][CH2:5][CH2:4][CH:3]([C:7]([O:9][CH2:10][CH3:11])=[O:8])[CH2:2]1.C[Si]([N-][Si](C)(C)C)(C)C.[Li+].Br[CH2:33][C:34]([O:36][C:37]([CH3:40])([CH3:39])[CH3:38])=[O:35].O, predict the reaction product. The product is: [C:37]([O:36][C:34](=[O:35])[CH2:33][C:3]1([C:7]([O:9][CH2:10][CH3:11])=[O:8])[CH2:4][CH2:5][CH2:6][N:1]([C:12]([O:14][CH2:15][C:16]2[CH:21]=[CH:20][CH:19]=[CH:18][CH:17]=2)=[O:13])[CH2:2]1)([CH3:40])([CH3:39])[CH3:38]. (4) Given the reactants [OH-].[Na+].[CH3:3][N:4]([CH3:26])[CH:5]1[CH2:10][CH2:9][N:8]([C:11](=[O:25])[CH2:12][CH2:13][C:14]2[N:15]([CH2:19][C:20]([O:22]CC)=[O:21])[CH:16]=[CH:17][N:18]=2)[CH2:7][CH2:6]1.Cl, predict the reaction product. The product is: [CH3:26][N:4]([CH3:3])[CH:5]1[CH2:10][CH2:9][N:8]([C:11](=[O:25])[CH2:12][CH2:13][C:14]2[N:15]([CH2:19][C:20]([OH:22])=[O:21])[CH:16]=[CH:17][N:18]=2)[CH2:7][CH2:6]1. (5) Given the reactants [F:1][C:2]([F:13])([F:12])[C:3]1[CH:8]=[CH:7][C:6](B(O)O)=[CH:5][CH:4]=1.Cl[C:15]1[N:20]=[N:19][C:18]([N:21]2[CH2:26][CH2:25][CH:24]([N:27]3[C:35]4[C:30](=[CH:31][CH:32]=[C:33]([F:36])[CH:34]=4)[CH2:29][CH2:28]3)[CH2:23][CH2:22]2)=[CH:17][CH:16]=1, predict the reaction product. The product is: [F:36][C:33]1[CH:34]=[C:35]2[C:30]([CH2:29][CH2:28][N:27]2[CH:24]2[CH2:25][CH2:26][N:21]([C:18]3[N:19]=[N:20][C:15]([C:6]4[CH:7]=[CH:8][C:3]([C:2]([F:13])([F:12])[F:1])=[CH:4][CH:5]=4)=[CH:16][CH:17]=3)[CH2:22][CH2:23]2)=[CH:31][CH:32]=1. (6) Given the reactants [N:1]1([C:7]([N:9]2[CH2:14][CH:13]([C:15]3[CH:20]=[CH:19][C:18]([O:21][C:22]([F:25])([F:24])[F:23])=[CH:17][CH:16]=3)[CH2:12][CH:11]([C:26]([OH:28])=O)[CH2:10]2)=[O:8])[CH2:6][CH2:5][O:4][CH2:3][CH2:2]1.[F:29][C:30]1[CH:35]=[C:34]([F:36])[CH:33]=[CH:32][C:31]=1[C:37](=[NH:40])[NH:38]O, predict the reaction product. The product is: [F:29][C:30]1[CH:35]=[C:34]([F:36])[CH:33]=[CH:32][C:31]=1[C:37]1[N:40]=[C:26]([CH:11]2[CH2:12][CH:13]([C:15]3[CH:20]=[CH:19][C:18]([O:21][C:22]([F:25])([F:24])[F:23])=[CH:17][CH:16]=3)[CH2:14][N:9]([C:7]([N:1]3[CH2:6][CH2:5][O:4][CH2:3][CH2:2]3)=[O:8])[CH2:10]2)[O:28][N:38]=1. (7) Given the reactants [C:1]([O:5][P:6]([O:13][CH2:14][C:15]([NH:23]C(=O)OCC1C=CC=CC=1)([C:17]1[CH:22]=[CH:21][CH:20]=[CH:19][CH:18]=1)[CH3:16])([O:8][C:9]([CH3:12])([CH3:11])[CH3:10])=[O:7])([CH3:4])([CH3:3])[CH3:2], predict the reaction product. The product is: [P:6]([O:5][C:1]([CH3:4])([CH3:3])[CH3:2])([O:8][C:9]([CH3:11])([CH3:10])[CH3:12])([O:13][CH2:14][C:15]([NH2:23])([C:17]1[CH:22]=[CH:21][CH:20]=[CH:19][CH:18]=1)[CH3:16])=[O:7].